From a dataset of Forward reaction prediction with 1.9M reactions from USPTO patents (1976-2016). Predict the product of the given reaction. (1) Given the reactants Cl.[Br:2][C:3]1[CH:8]=[CH:7][C:6]([C@@H:9]([NH2:11])[CH3:10])=[CH:5][CH:4]=1.[C:12](O[C:12]([O:14][C:15]([CH3:18])([CH3:17])[CH3:16])=[O:13])([O:14][C:15]([CH3:18])([CH3:17])[CH3:16])=[O:13].C(N(CC)CC)C, predict the reaction product. The product is: [Br:2][C:3]1[CH:8]=[CH:7][C:6]([C@@H:9]([NH:11][C:12](=[O:13])[O:14][C:15]([CH3:18])([CH3:17])[CH3:16])[CH3:10])=[CH:5][CH:4]=1. (2) The product is: [C:116]([NH:124][CH2:125][C@@H:126]([C@H:131]([OH:133])[CH3:132])[C:127]([O:129][CH3:130])=[O:128])(=[O:123])[C:117]1[CH:118]=[CH:119][CH:120]=[CH:121][CH:122]=1. Given the reactants P([O-])([O-])([O-])=O.O=C[C@@H]([C@H]([C@@H]([C@@H](CO)O)O)O)O.C(SCCNC(=O)CCNC(=O)[C@H](O)C(C)(C)COP(O)(=O)OP(O)(=O)OC[C@H]1O[C@@H](N2C3N=CN=C(N)C=3N=C2)[C@H](O)[C@@H]1OP(O)(O)=O)(=O)CC(C)=O.C1N=C(N)C2N=CN([C@@H]3O[C@H](COP(OP(OC[C@H]4O[C@@H](N5C=C(C(N)=O)CC=C5)[C@H](O)[C@@H]4O)(O)=O)(O)=O)[C@@H](O)[C@H]3O)C=2N=1.[C:116]([NH:124][CH2:125][CH:126]([C:131](=[O:133])[CH3:132])[C:127]([O:129][CH3:130])=[O:128])(=[O:123])[C:117]1[CH:122]=[CH:121][CH:120]=[CH:119][CH:118]=1, predict the reaction product. (3) Given the reactants Cl[C:2]1[C:11]2=[N:12][N:13](CC3C=CC(OC)=CC=3)[CH:14]=[C:10]2[C:9]2[CH:8]=[C:7]([O:24][CH3:25])[CH:6]=[CH:5][C:4]=2[N:3]=1.[CH:26]1([N:29]2[CH2:34][CH2:33][N:32]([C:35]3[CH:41]=[CH:40][C:38]([NH2:39])=[CH:37][CH:36]=3)[CH2:31][CH2:30]2)[CH2:28][CH2:27]1.Cl, predict the reaction product. The product is: [CH:26]1([N:29]2[CH2:30][CH2:31][N:32]([C:35]3[CH:41]=[CH:40][C:38]([NH:39][C:2]4[C:11]5=[N:12][NH:13][CH:14]=[C:10]5[C:9]5[CH:8]=[C:7]([O:24][CH3:25])[CH:6]=[CH:5][C:4]=5[N:3]=4)=[CH:37][CH:36]=3)[CH2:33][CH2:34]2)[CH2:28][CH2:27]1. (4) Given the reactants [CH3:1][O:2][C:3]1[CH:4]=[CH:5][CH:6]=[C:7]2[C:11]=1[CH:10]([NH:12][C:13]1[O:14][CH2:15][C:16]3[CH:22]=[C:21]([NH2:23])[CH:20]=[CH:19][C:17]=3[N:18]=1)[CH2:9][CH2:8]2.[CH:24]1([C:27](Cl)=[O:28])[CH2:26][CH2:25]1, predict the reaction product. The product is: [CH3:1][O:2][C:3]1[CH:4]=[CH:5][CH:6]=[C:7]2[C:11]=1[CH:10]([NH:12][C:13]1[O:14][CH2:15][C:16]3[CH:22]=[C:21]([NH:23][C:27]([CH:24]4[CH2:26][CH2:25]4)=[O:28])[CH:20]=[CH:19][C:17]=3[N:18]=1)[CH2:9][CH2:8]2.